Dataset: Full USPTO retrosynthesis dataset with 1.9M reactions from patents (1976-2016). Task: Predict the reactants needed to synthesize the given product. (1) Given the product [Cl:8][C:4]1[N:3]=[C:2]([NH:1][C:25](=[O:26])[O:24][C:18]2[CH:23]=[CH:22][CH:21]=[CH:20][CH:19]=2)[CH:7]=[N:6][CH:5]=1, predict the reactants needed to synthesize it. The reactants are: [NH2:1][C:2]1[CH:7]=[N:6][CH:5]=[C:4]([Cl:8])[N:3]=1.CC#N.N1C=CC=CC=1.[C:18]1([O:24][C:25](Cl)=[O:26])[CH:23]=[CH:22][CH:21]=[CH:20][CH:19]=1. (2) Given the product [CH3:1][C:2]1[N:3]=[C:4]([C:19]#[N:20])[CH:5]=[CH:6][C:7]=1[CH2:8][S:9]([CH3:12])(=[O:11])=[O:10], predict the reactants needed to synthesize it. The reactants are: [CH3:1][C:2]1[C:7]([CH2:8][S:9]([CH3:12])(=[O:11])=[O:10])=[CH:6][CH:5]=[CH:4][N+:3]=1[O-].C(C1C=C[N:20]=[C:19](CN)C=1)(C)C. (3) The reactants are: C([O:3][C:4]([C:6]1([C:9]2[CH:14]=[CH:13][C:12]([C:15]3[CH:20]=[CH:19][C:18]([C:21]4[O:25][N:24]=[C:23]([CH3:26])[C:22]=4[CH:27]([C:29]4[CH:30]=[C:31]([C:35]5[CH:40]=[CH:39][CH:38]=[CH:37][CH:36]=5)[CH:32]=[CH:33][CH:34]=4)[OH:28])=[CH:17][CH:16]=3)=[CH:11][CH:10]=2)[CH2:8][CH2:7]1)=[O:5])C.CCO.[OH-].[Na+]. Given the product [C:31]1([C:35]2[CH:36]=[CH:37][CH:38]=[CH:39][CH:40]=2)[CH:32]=[CH:33][CH:34]=[C:29]([CH:27]([OH:28])[C:22]2[C:23]([CH3:26])=[N:24][O:25][C:21]=2[C:18]2[CH:17]=[CH:16][C:15]([C:12]3[CH:13]=[CH:14][C:9]([C:6]4([C:4]([OH:5])=[O:3])[CH2:8][CH2:7]4)=[CH:10][CH:11]=3)=[CH:20][CH:19]=2)[CH:30]=1, predict the reactants needed to synthesize it. (4) Given the product [Cl:22][C:20]1[CH:21]=[C:16]([NH:14][C:12]2[CH:13]=[C:7]3[CH2:6][N:5]([CH:3]4[CH2:4][O:1][CH2:2]4)[CH2:10][CH2:9][N:8]3[N:11]=2)[C:17](=[O:24])[N:18]([CH3:23])[N:19]=1, predict the reactants needed to synthesize it. The reactants are: [O:1]1[CH2:4][CH:3]([N:5]2[CH2:10][CH2:9][N:8]3[N:11]=[C:12]([NH2:14])[CH:13]=[C:7]3[CH2:6]2)[CH2:2]1.Br[C:16]1[C:17](=[O:24])[N:18]([CH3:23])[N:19]=[C:20]([Cl:22])[CH:21]=1.C(=O)([O-])[O-].[Cs+].[Cs+].C1(P(C2C=CC=CC=2)C2C3OC4C(=CC=CC=4P(C4C=CC=CC=4)C4C=CC=CC=4)C(C)(C)C=3C=CC=2)C=CC=CC=1. (5) Given the product [F:1][C:2]1[CH:3]=[C:4]2[C:8](=[CH:9][CH:10]=1)[N:7]([S:12]([C:15]1[CH:16]=[C:17]3[C:21](=[CH:22][CH:23]=1)[NH:20][C:19](=[O:24])[CH2:18]3)(=[O:13])=[O:14])[CH2:6][CH2:5]2, predict the reactants needed to synthesize it. The reactants are: [F:1][C:2]1[CH:3]=[C:4]2[C:8](=[CH:9][CH:10]=1)[NH:7][CH2:6][CH2:5]2.Cl[S:12]([C:15]1[CH:16]=[C:17]2[C:21](=[CH:22][CH:23]=1)[NH:20][C:19](=[O:24])[CH2:18]2)(=[O:14])=[O:13].N1C=CC=CC=1. (6) Given the product [Cl:10][C:6]1[N:5]=[CH:4][N:3]=[C:2]2[C:7]=1[CH:8]=[N:11][C:12]1[N:16]2[N:15]=[C:14]([CH3:17])[CH:13]=1, predict the reactants needed to synthesize it. The reactants are: Cl[C:2]1[C:7]([CH:8]=O)=[C:6]([Cl:10])[N:5]=[CH:4][N:3]=1.[NH2:11][C:12]1[NH:16][N:15]=[C:14]([CH3:17])[CH:13]=1.C(N(C(C)C)CC)(C)C. (7) Given the product [F:1][C:2]1[C:3]([C:14]([F:17])([F:15])[F:16])=[C:4]([C:8]2[CH:9]=[CH:10][N+:11]([O-:26])=[CH:12][CH:13]=2)[CH:5]=[CH:6][CH:7]=1, predict the reactants needed to synthesize it. The reactants are: [F:1][C:2]1[C:3]([C:14]([F:17])([F:16])[F:15])=[C:4]([C:8]2[CH:13]=[CH:12][N:11]=[CH:10][CH:9]=2)[CH:5]=[CH:6][CH:7]=1.ClC1C=CC=C(C(OO)=[O:26])C=1.S([O-])([O-])=O.[Na+].[Na+]. (8) Given the product [C:11]([O:15][C:16]([N:18]1[CH2:23][CH2:22][N:21]([C:2]2[CH:7]=[CH:6][CH:5]=[C:4]([N+:8]([O-:10])=[O:9])[CH:3]=2)[CH2:20][CH2:19]1)=[O:17])([CH3:14])([CH3:12])[CH3:13], predict the reactants needed to synthesize it. The reactants are: F[C:2]1[CH:7]=[CH:6][CH:5]=[C:4]([N+:8]([O-:10])=[O:9])[CH:3]=1.[C:11]([O:15][C:16]([N:18]1[CH2:23][CH2:22][NH:21][CH2:20][CH2:19]1)=[O:17])([CH3:14])([CH3:13])[CH3:12]. (9) Given the product [CH:15]1([CH:14]([O:21][C:22]2[CH:27]=[C:26]([CH3:28])[C:25]([C:39]3[CH:40]=[CH:41][C:36]([CH:33]([CH3:35])[CH3:34])=[CH:37][CH:38]=3)=[C:24]([CH3:30])[CH:23]=2)[C:11]2[CH:12]=[CH:13][C:8]([C:7]([NH:6][CH2:5][CH2:4][C:3]([OH:2])=[O:32])=[O:31])=[CH:9][CH:10]=2)[CH2:20][CH2:19][CH2:18][CH2:17][CH2:16]1, predict the reactants needed to synthesize it. The reactants are: C[O:2][C:3](=[O:32])[CH2:4][CH2:5][NH:6][C:7](=[O:31])[C:8]1[CH:13]=[CH:12][C:11]([CH:14]([O:21][C:22]2[CH:27]=[C:26]([CH3:28])[C:25](Br)=[C:24]([CH3:30])[CH:23]=2)[CH:15]2[CH2:20][CH2:19][CH2:18][CH2:17][CH2:16]2)=[CH:10][CH:9]=1.[CH:33]([C:36]1[CH:41]=[CH:40][C:39](B(O)O)=[CH:38][CH:37]=1)([CH3:35])[CH3:34]. (10) The reactants are: [CH:1]1([C:5]2[N:9]3[CH:10]=[CH:11][N:12]=[C:13]([NH2:14])[C:8]3=[C:7](I)[N:6]=2)[CH2:4][CH2:3][CH2:2]1.[CH2:16]=[CH:17][C:18]1[CH:23]=[CH:22][CH:21]=[CH:20][CH:19]=1.C(N(CC)CC)C. Given the product [CH:1]1([C:5]2[N:9]3[CH:10]=[CH:11][N:12]=[C:13]([NH2:14])[C:8]3=[C:7](/[CH:16]=[CH:17]/[C:18]3[CH:23]=[CH:22][CH:21]=[CH:20][CH:19]=3)[N:6]=2)[CH2:4][CH2:3][CH2:2]1, predict the reactants needed to synthesize it.